This data is from Experimentally validated miRNA-target interactions with 360,000+ pairs, plus equal number of negative samples. The task is: Binary Classification. Given a miRNA mature sequence and a target amino acid sequence, predict their likelihood of interaction. (1) The miRNA is hsa-miR-5588-5p with sequence ACUGGCAUUAGUGGGACUUUU. The protein sequence of the target gene is MDAIHLGMSSAPLVKHTNGVGLKAHRPRVMSKSGHSNVRIDKVDGIYLLYLQDLWTTVIDMKWRYKLTLFAATFVMTWFLFGVVYYAIAFIHGDLQLGESNSNHTPCIMKVDSLTGAFLFSLESQTTIGYGVRSITEECPHAIFLLVAQLVITTLIEIFITGTFLAKIARPKKRAETIKFSHCAVISKQNGKLCLVIQVANMRKSLLIQCQLSGKLLQTHVTKEGERILLNQATVKFHVDSSSESPFLILPMTFYHVLDETSPLRDLTPQNLKEKEFELVVLLNATVESTSAVCQSRTSY.... Result: 0 (no interaction). (2) The miRNA is mmu-miR-3470a with sequence UCACUUUGUAGACCAGGCUGG. The protein sequence of the target gene is MAASFPEGVPETEDGKRPQFGHRFLSDPARVFHHNAWDNVKWSEEQAAAAERKVQENSSPLVCPEKQVDYEVNAHKYWDDFYRIHENGFFKDRHWLFTEFPELAPSHSHLTGVPLEKQRSDVCEDGPGLTAEQHKCSCASPGCETQVPPLEEPVTQKLGHLEISGEEFPGSSATYRILEVGCGVGNTVFPILQTNNNPNLFVYCCDFSATAIELLKTNSQYDPSRCYAFVHDLCDEDQSYPVPEDSLDVIVLIFVLSAIVPDKMQKAISKLSRLLKPGGVMLLRDYGRYDMAQLRFKKGQ.... Result: 1 (interaction).